This data is from Catalyst prediction with 721,799 reactions and 888 catalyst types from USPTO. The task is: Predict which catalyst facilitates the given reaction. (1) Reactant: COC1C=C(C(Cl)=O)C=CC=1.[CH3:12][O:13][C:14]1[CH:15]=[C:16]2[C:21](=[CH:22][C:23]=1[O:24][CH3:25])[N:20]=[CH:19][CH:18]=[C:17]2[O:26][C:27]1[CH:33]=[CH:32][C:30]([NH2:31])=[CH:29][C:28]=1[F:34].[CH3:35][O:36][C:37]1[CH:38]=[C:39]([C:43]([N:45]=[C:46]=[S:47])=[O:44])[CH:40]=[CH:41][CH:42]=1. Product: [CH3:35][O:36][C:37]1[CH:38]=[C:39]([C:43]([N:45]=[C:46]=[S:47])=[O:44])[CH:40]=[CH:41][CH:42]=1.[CH3:12][O:13][C:14]1[CH:15]=[C:16]2[C:21](=[CH:22][C:23]=1[O:24][CH3:25])[N:20]=[CH:19][CH:18]=[C:17]2[O:26][C:27]1[CH:33]=[CH:32][C:30]([NH:31][C:46]([NH:45][C:43](=[O:44])[C:39]2[CH:40]=[CH:41][CH:42]=[C:37]([O:36][CH3:35])[CH:38]=2)=[S:47])=[CH:29][C:28]=1[F:34]. The catalyst class is: 234. (2) Reactant: [CH2:1]([O:3][C:4]([N:6]1[CH2:11][CH2:10][CH:9]([NH:12][C:13]2[C:18]([N+:19]([O-:21])=[O:20])=[CH:17][CH:16]=[C:15](Cl)[N:14]=2)[CH2:8][CH2:7]1)=[O:5])[CH3:2].[NH:23]([CH3:25])[CH3:24].C1COCC1. Product: [CH2:1]([O:3][C:4]([N:6]1[CH2:11][CH2:10][CH:9]([NH:12][C:13]2[C:18]([N+:19]([O-:21])=[O:20])=[CH:17][CH:16]=[C:15]([N:23]([CH3:25])[CH3:24])[N:14]=2)[CH2:8][CH2:7]1)=[O:5])[CH3:2]. The catalyst class is: 100. (3) Reactant: [Cl:1][C:2]1[CH:3]=[C:4]([C:9]2[CH:13]=[C:12]([C:14]3[CH:15]=[N:16][C:17]4[C:22]([CH:23]=3)=[CH:21][CH:20]=[C:19]([O:24][CH3:25])[CH:18]=4)[N:11]([C@H:26]([C:28]3[CH:38]=[CH:37][C:31]([C:32]([O:34]CC)=[O:33])=[CH:30][CH:29]=3)[CH3:27])[N:10]=2)[CH:5]=[C:6]([Cl:8])[CH:7]=1.[OH-].[Na+]. Product: [Cl:8][C:6]1[CH:5]=[C:4]([C:9]2[CH:13]=[C:12]([C:14]3[CH:15]=[N:16][C:17]4[C:22]([CH:23]=3)=[CH:21][CH:20]=[C:19]([O:24][CH3:25])[CH:18]=4)[N:11]([C@H:26]([C:28]3[CH:29]=[CH:30][C:31]([C:32]([OH:34])=[O:33])=[CH:37][CH:38]=3)[CH3:27])[N:10]=2)[CH:3]=[C:2]([Cl:1])[CH:7]=1. The catalyst class is: 36. (4) Reactant: [NH2:1][C:2]1[CH:7]=[C:6]([C:8]2[S:9][CH:10]=[CH:11][CH:12]=2)[CH:5]=[CH:4][C:3]=1[NH:13][C:14](=[O:20])[O:15][C:16]([CH3:19])([CH3:18])[CH3:17].[Cl:21][C:22]1[CH:29]=[CH:28][C:25]([CH2:26]Cl)=[CH:24][N:23]=1.CC[O:32]C(C)=O. Product: [Cl:21][C:22]1[N:23]=[CH:24][C:25]([C:26]([NH:1][C:2]2[CH:7]=[C:6]([C:8]3[S:9][CH:10]=[CH:11][CH:12]=3)[CH:5]=[CH:4][C:3]=2[NH:13][C:14](=[O:20])[O:15][C:16]([CH3:17])([CH3:19])[CH3:18])=[O:32])=[CH:28][CH:29]=1. The catalyst class is: 17. (5) Reactant: Cl[C:2]1[N:7]=[CH:6][C:5]([S:8]([NH:11][CH:12]2[CH2:17][CH2:16][S:15][CH2:14][CH2:13]2)(=[O:10])=[O:9])=[CH:4][CH:3]=1.[F:18][C:19]([F:33])([F:32])[C:20]1[NH:31][C:23]2=[N:24][CH:25]=[CH:26][C:27](B(O)O)=[C:22]2[CH:21]=1.P([O-])([O-])([O-])=[O:35].[K+].[K+].[K+].[O:42]1[CH2:47]COCC1. Product: [CH:47]([OH:42])=[O:35].[S:15]1[CH2:16][CH2:17][CH:12]([NH:11][S:8]([C:5]2[CH:6]=[N:7][C:2]([C:27]3[CH:26]=[CH:25][N:24]=[C:23]4[NH:31][C:20]([C:19]([F:32])([F:33])[F:18])=[CH:21][C:22]=34)=[CH:3][CH:4]=2)(=[O:10])=[O:9])[CH2:13][CH2:14]1. The catalyst class is: 6.